Dataset: Forward reaction prediction with 1.9M reactions from USPTO patents (1976-2016). Task: Predict the product of the given reaction. Given the reactants [C:1]1([N:7]2[C:15]3[C:10](=[CH:11][CH:12]=[CH:13][CH:14]=3)[C:9]([C:16]([O:18]C)=[O:17])=[CH:8]2)[CH:6]=[CH:5][CH:4]=[CH:3][CH:2]=1.[OH-].[K+], predict the reaction product. The product is: [C:1]1([N:7]2[C:15]3[C:10](=[CH:11][CH:12]=[CH:13][CH:14]=3)[C:9]([C:16]([OH:18])=[O:17])=[CH:8]2)[CH:2]=[CH:3][CH:4]=[CH:5][CH:6]=1.